The task is: Regression. Given two drug SMILES strings and cell line genomic features, predict the synergy score measuring deviation from expected non-interaction effect.. This data is from NCI-60 drug combinations with 297,098 pairs across 59 cell lines. (1) Drug 1: CCC1=C2CN3C(=CC4=C(C3=O)COC(=O)C4(CC)O)C2=NC5=C1C=C(C=C5)O. Drug 2: CC(C)(C#N)C1=CC(=CC(=C1)CN2C=NC=N2)C(C)(C)C#N. Cell line: SF-268. Synergy scores: CSS=39.9, Synergy_ZIP=1.26, Synergy_Bliss=1.17, Synergy_Loewe=-34.1, Synergy_HSA=0.239. (2) Drug 1: CC1=C2C(C(=O)C3(C(CC4C(C3C(C(C2(C)C)(CC1OC(=O)C(C(C5=CC=CC=C5)NC(=O)OC(C)(C)C)O)O)OC(=O)C6=CC=CC=C6)(CO4)OC(=O)C)OC)C)OC. Drug 2: CC1CCC2CC(C(=CC=CC=CC(CC(C(=O)C(C(C(=CC(C(=O)CC(OC(=O)C3CCCCN3C(=O)C(=O)C1(O2)O)C(C)CC4CCC(C(C4)OC)O)C)C)O)OC)C)C)C)OC. Cell line: UACC62. Synergy scores: CSS=58.3, Synergy_ZIP=12.7, Synergy_Bliss=12.2, Synergy_Loewe=17.0, Synergy_HSA=17.7. (3) Drug 1: CC12CCC(CC1=CCC3C2CCC4(C3CC=C4C5=CN=CC=C5)C)O. Drug 2: CC12CCC3C(C1CCC2OP(=O)(O)O)CCC4=C3C=CC(=C4)OC(=O)N(CCCl)CCCl.[Na+]. Cell line: IGROV1. Synergy scores: CSS=2.00, Synergy_ZIP=-3.87, Synergy_Bliss=-6.99, Synergy_Loewe=-8.29, Synergy_HSA=-6.22. (4) Drug 1: C1CCN(CC1)CCOC2=CC=C(C=C2)C(=O)C3=C(SC4=C3C=CC(=C4)O)C5=CC=C(C=C5)O. Drug 2: C1=CN(C(=O)N=C1N)C2C(C(C(O2)CO)O)O.Cl. Cell line: MDA-MB-231. Synergy scores: CSS=24.3, Synergy_ZIP=-4.26, Synergy_Bliss=0.529, Synergy_Loewe=-16.6, Synergy_HSA=-2.60. (5) Drug 2: C1CCC(CC1)NC(=O)N(CCCl)N=O. Synergy scores: CSS=20.1, Synergy_ZIP=-2.40, Synergy_Bliss=-7.33, Synergy_Loewe=-34.4, Synergy_HSA=-10.0. Drug 1: C1CC(=O)NC(=O)C1N2CC3=C(C2=O)C=CC=C3N. Cell line: MOLT-4. (6) Drug 1: C1CN(P(=O)(OC1)NCCCl)CCCl. Cell line: COLO 205. Drug 2: C1C(C(OC1N2C=NC3=C2NC=NCC3O)CO)O. Synergy scores: CSS=-2.14, Synergy_ZIP=1.95, Synergy_Bliss=1.01, Synergy_Loewe=-1.32, Synergy_HSA=-2.92. (7) Drug 1: CC1C(C(CC(O1)OC2CC(CC3=C2C(=C4C(=C3O)C(=O)C5=C(C4=O)C(=CC=C5)OC)O)(C(=O)C)O)N)O.Cl. Drug 2: CS(=O)(=O)CCNCC1=CC=C(O1)C2=CC3=C(C=C2)N=CN=C3NC4=CC(=C(C=C4)OCC5=CC(=CC=C5)F)Cl. Cell line: PC-3. Synergy scores: CSS=21.9, Synergy_ZIP=-6.11, Synergy_Bliss=-0.848, Synergy_Loewe=-7.02, Synergy_HSA=0.153.